This data is from Reaction yield outcomes from USPTO patents with 853,638 reactions. The task is: Predict the reaction yield, written as a fraction of the theoretical maximum amount of product (1.0 means a 100% yield; for example, 0.34 means a 34% yield). (1) The reactants are [Cl:1][C:2]1[CH:24]=[CH:23][C:5]([CH2:6][NH:7][C:8]([C:10]2[C:11](=[O:22])[C:12]3[CH:20]=[C:19](I)[CH:18]=[N:17][C:13]=3[N:14]([CH3:16])[N:15]=2)=[O:9])=[CH:4][CH:3]=1.C(NCC)C.[CH2:30]([OH:33])[C:31]#[CH:32]. The catalyst is CCOC(C)=O.Cl[Pd](Cl)([P](C1C=CC=CC=1)(C1C=CC=CC=1)C1C=CC=CC=1)[P](C1C=CC=CC=1)(C1C=CC=CC=1)C1C=CC=CC=1.[Cu]I. The product is [Cl:1][C:2]1[CH:24]=[CH:23][C:5]([CH2:6][NH:7][C:8]([C:10]2[C:11](=[O:22])[C:12]3[CH:20]=[C:19]([C:32]#[C:31][CH2:30][OH:33])[CH:18]=[N:17][C:13]=3[N:14]([CH3:16])[N:15]=2)=[O:9])=[CH:4][CH:3]=1. The yield is 0.710. (2) The yield is 0.650. The product is [N:16]1([C:2]2[CH:9]=[CH:8][C:5]([CH:6]=[O:7])=[CH:4][CH:3]=2)[CH:20]=[N:19][CH:18]=[N:17]1. The reactants are F[C:2]1[CH:9]=[CH:8][C:5]([CH:6]=[O:7])=[CH:4][CH:3]=1.C([O-])([O-])=O.[K+].[K+].[NH:16]1[CH:20]=[N:19][CH:18]=[N:17]1. The catalyst is CN(C=O)C.O.